Task: Regression. Given the amino acid sequences of an antibody and an antigen, predict their binding affinity value. We predict pKd (pKd = -log10(Kd in M); higher means stronger binding).. Dataset: Antibody-antigen binding affinity with 493 pairs from SAbDab The antibody sequence is ['EVQLQESGPGLVKPSQSLSLTCTVTGYSITSDYAWNWIRQFPGNKLEWMGYISYSGTTSYNPSLKSRISITRDTSKNQFFLQLNSVTTEDTATYYCGRTGVYRYPERAPYWGQGTLVTVSAAKTTPPSVYPLAPGSAAQTNSMVTLGCLVKGYFPEPVTVTWNSGSLSSGVHTFPAVLQSDLYTLSSSVTVPSSTWPSETVTCNVAHPASSTKVDKKIVPRDCGCKPCICTVPEVSSVFIFPPKPKDVLTITLTP', 'QIVMTQSPFSMYATLGERVTITCKASQDIYSYLSWLQQKPGKSLKTLIYRANRLITGVPSRFSGSGSGQDYSLTISSLEYEDMGIYYCLQYDEFPYTFGGGTKLEMKRADAAPTVSIFPPSSEQLTSGGASVVCFLNNFYPKDINVKWKIDGSERQNGVLNSWTDQDSKDSTYSMSSTLTLTKDEYERHNSYTCEATHKTSTSPIVKSFNRNE']. The antigen (der f 1 variant) has sequence TSACRINSVNVPSELDLRSLRTVTPIRMQGGCGSCWAFSGVAATESAYLAYRNTSLDLSEQELVDCASQHGCHGDTIPRGIEYIQQNGVVEERSYPYVAREQQCRRPNSQHYGISNYCQIYPPDVKQIREALTQTHTAIAVIIGIKDLRAFQHYDGRTIIQHDNGYQPNYHAVNIVGYGSTQGVDYWIVRNSWDTTWGDSGYGYFQAGNNLMMIEQYPYVVIM. The pKd is 7.8.